The task is: Predict the product of the given reaction.. This data is from Forward reaction prediction with 1.9M reactions from USPTO patents (1976-2016). Given the reactants [O:1]=[C:2]1[N:6]([CH:7]2[CH2:12][CH2:11][O:10][CH2:9][CH2:8]2)[CH2:5][C@@H:4]([C:13]2[CH:18]=[CH:17][CH:16]=[CH:15][CH:14]=2)[N:3]1[CH:19]1[CH2:24][CH2:23][N:22]([CH2:25][C:26]2[CH:27]=[CH:28][C:29]([O:32][C:33]3[CH:40]=[CH:39][C:36]([C:37]#[N:38])=[CH:35][CH:34]=3)=[N:30][CH:31]=2)[CH2:21][CH2:20]1.[NH4+].[Cl-].[N-:43]=[N+:44]=[N-:45].[Na+], predict the reaction product. The product is: [C:13]1([C@@H:4]2[CH2:5][N:6]([CH:7]3[CH2:12][CH2:11][O:10][CH2:9][CH2:8]3)[C:2](=[O:1])[N:3]2[CH:19]2[CH2:24][CH2:23][N:22]([CH2:25][C:26]3[CH:31]=[N:30][C:29]([O:32][C:33]4[CH:40]=[CH:39][C:36]([C:37]5[N:43]=[N:44][NH:45][N:38]=5)=[CH:35][CH:34]=4)=[CH:28][CH:27]=3)[CH2:21][CH2:20]2)[CH:14]=[CH:15][CH:16]=[CH:17][CH:18]=1.